This data is from Forward reaction prediction with 1.9M reactions from USPTO patents (1976-2016). The task is: Predict the product of the given reaction. Given the reactants [NH2:1][C:2]1[C:3]([OH:13])=[C:4]([S:9]([NH2:12])(=[O:11])=[O:10])[C:5]([Cl:8])=[CH:6][CH:7]=1.N(C([C:19]1[C:20]([Cl:25])=[N:21][CH:22]=[CH:23][CH:24]=1)=O)=[N+]=[N-].C[N:27](C)[CH:28]=[O:29], predict the reaction product. The product is: [NH2:12][S:9]([C:4]1[C:3]([OH:13])=[C:2]([NH:1][C:28]([NH:27][C:19]2[C:20]([Cl:25])=[N:21][CH:22]=[CH:23][CH:24]=2)=[O:29])[CH:7]=[CH:6][C:5]=1[Cl:8])(=[O:11])=[O:10].